The task is: Regression. Given two drug SMILES strings and cell line genomic features, predict the synergy score measuring deviation from expected non-interaction effect.. This data is from NCI-60 drug combinations with 297,098 pairs across 59 cell lines. (1) Drug 1: C1=CC(=CC=C1C#N)C(C2=CC=C(C=C2)C#N)N3C=NC=N3. Drug 2: CC=C1C(=O)NC(C(=O)OC2CC(=O)NC(C(=O)NC(CSSCCC=C2)C(=O)N1)C(C)C)C(C)C. Cell line: HS 578T. Synergy scores: CSS=19.6, Synergy_ZIP=1.52, Synergy_Bliss=1.26, Synergy_Loewe=-63.4, Synergy_HSA=-2.06. (2) Drug 1: CC(C1=C(C=CC(=C1Cl)F)Cl)OC2=C(N=CC(=C2)C3=CN(N=C3)C4CCNCC4)N. Drug 2: CC1=C(C(CCC1)(C)C)C=CC(=CC=CC(=CC(=O)O)C)C. Cell line: NCI-H226. Synergy scores: CSS=3.88, Synergy_ZIP=-1.29, Synergy_Bliss=0.357, Synergy_Loewe=-1.75, Synergy_HSA=-0.138. (3) Drug 1: CN1CCC(CC1)COC2=C(C=C3C(=C2)N=CN=C3NC4=C(C=C(C=C4)Br)F)OC. Drug 2: CN(C)N=NC1=C(NC=N1)C(=O)N. Cell line: EKVX. Synergy scores: CSS=17.5, Synergy_ZIP=-1.89, Synergy_Bliss=1.07, Synergy_Loewe=-44.5, Synergy_HSA=-0.258.